Dataset: Reaction yield outcomes from USPTO patents with 853,638 reactions. Task: Predict the reaction yield, written as a fraction of the theoretical maximum amount of product (1.0 means a 100% yield; for example, 0.34 means a 34% yield). (1) The reactants are C([Si](C)(C)[O:6][CH2:7][CH2:8][CH2:9][CH2:10][CH2:11][CH2:12][CH2:13][CH2:14][CH2:15][CH2:16][CH2:17][CH2:18][CH2:19][CH2:20][CH2:21][CH2:22][CH2:23][CH2:24][CH2:25][CH2:26][CH2:27][CH2:28][CH2:29][CH2:30][CH2:31][CH2:32][CH2:33][CH3:34])(C)(C)C.Cl. The catalyst is CCO. The product is [CH2:7]([OH:6])[CH2:8][CH2:9][CH2:10][CH2:11][CH2:12][CH2:13][CH2:14][CH2:15][CH2:16][CH2:17][CH2:18][CH2:19][CH2:20][CH2:21][CH2:22][CH2:23][CH2:24][CH2:25][CH2:26][CH2:27][CH2:28][CH2:29][CH2:30][CH2:31][CH2:32][CH2:33][CH3:34]. The yield is 0.770. (2) The reactants are [CH3:1][C:2]([S:9][CH2:10][C@@H:11]1[CH2:16][CH2:15][CH2:14][CH2:13][O:12]1)([CH3:8])[C:3]([O:5]CC)=[O:4].O.[OH-].[Li+]. The catalyst is O1CCOCC1.O. The product is [CH3:8][C:2]([S:9][CH2:10][C@@H:11]1[CH2:16][CH2:15][CH2:14][CH2:13][O:12]1)([CH3:1])[C:3]([OH:5])=[O:4]. The yield is 0.890. (3) The reactants are [NH2:1][C:2]1[N:7]=[CH:6][C:5]([OH:8])=[CH:4][CH:3]=1.CC([O-])(C)C.[K+].Cl[C:16]1[CH:21]=[CH:20][N:19]=[C:18]([C:22]([NH2:24])=[O:23])[CH:17]=1. The catalyst is CN(C=O)C.CCOC(C)=O.O. The product is [NH2:1][C:2]1[N:7]=[CH:6][C:5]([O:8][C:16]2[CH:21]=[CH:20][N:19]=[C:18]([C:22]([NH2:24])=[O:23])[CH:17]=2)=[CH:4][CH:3]=1. The yield is 0.500. (4) The reactants are Br[C:2]1[CH:3]=[C:4]2[C:8](=[C:9]([F:11])[CH:10]=1)[NH:7][CH2:6][CH2:5]2.[CH3:12][N:13]1[CH:17]=[C:16](B2OC(C)(C)C(C)(C)O2)[CH:15]=[N:14]1.C([O-])([O-])=O.[Na+].[Na+]. The catalyst is O1CCOCC1.O.C1C=CC(P(C2C=CC=CC=2)[C-]2C=CC=C2)=CC=1.C1C=CC(P(C2C=CC=CC=2)[C-]2C=CC=C2)=CC=1.Cl[Pd]Cl.[Fe+2]. The product is [F:11][C:9]1[CH:10]=[C:2]([C:16]2[CH:15]=[N:14][N:13]([CH3:12])[CH:17]=2)[CH:3]=[C:4]2[C:8]=1[NH:7][CH2:6][CH2:5]2. The yield is 0.550.